This data is from Forward reaction prediction with 1.9M reactions from USPTO patents (1976-2016). The task is: Predict the product of the given reaction. (1) Given the reactants NC1C2N=C(SC3C=C(OC)C=CC=3I)N(CCCO)C=2C=CN=1.CCN(CC)CC.CS(Cl)(=O)=O.[CH3:37][S:38]([O:41][CH2:42][CH2:43][CH2:44][N:45]1[C:53]2[CH:52]=[CH:51][N:50]=[C:49]([NH2:54])[C:48]=2[N:47]=[C:46]1[S:55][C:56]1[C:64]([Br:65])=[CH:63][C:59]2O[CH2:61][O:62][C:58]=2[CH:57]=1)(=[O:40])=[O:39], predict the reaction product. The product is: [CH3:37][S:38]([O:41][CH2:42][CH2:43][CH2:44][N:45]1[C:53]2[CH:52]=[CH:51][N:50]=[C:49]([NH2:54])[C:48]=2[N:47]=[C:46]1[S:55][C:56]1[CH:57]=[C:58]([O:62][CH3:61])[CH:59]=[CH:63][C:64]=1[Br:65])(=[O:39])=[O:40]. (2) Given the reactants Br[C:2]1[S:6][N:5]=[C:4]([C:7]([F:10])([F:9])[F:8])[C:3]=1[CH2:11][OH:12].[CH3:13][C:14]1[CH:19]=[C:18]([CH3:20])[CH:17]=[CH:16][C:15]=1B(O)O.[O-]P([O-])([O-])=O.[K+].[K+].[K+], predict the reaction product. The product is: [CH3:13][C:14]1[CH:19]=[C:18]([CH3:20])[CH:17]=[CH:16][C:15]=1[C:2]1[S:6][N:5]=[C:4]([C:7]([F:10])([F:9])[F:8])[C:3]=1[CH2:11][OH:12]. (3) The product is: [S:29](=[O:32])(=[O:31])([O:1][C:2]1[CH:7]=[CH:6][CH:5]=[CH:4][C:3]=1[CH2:8][C:9](=[O:10])[N:11]1[CH2:16][CH2:15][CH:14]([C:17]2[CH:22]=[CH:21][CH:20]=[CH:19][C:18]=2[C:23]([F:26])([F:24])[F:25])[CH2:13][CH2:12]1)[NH2:30]. Given the reactants [OH:1][C:2]1[CH:7]=[CH:6][CH:5]=[CH:4][C:3]=1[CH2:8][C:9]([N:11]1[CH2:16][CH2:15][CH:14]([C:17]2[CH:22]=[CH:21][CH:20]=[CH:19][C:18]=2[C:23]([F:26])([F:25])[F:24])[CH2:13][CH2:12]1)=[O:10].[H-].[Na+].[S:29](Cl)(=[O:32])(=[O:31])[NH2:30], predict the reaction product. (4) Given the reactants [C:1]1([CH:7]2[CH2:12][CH2:11][N:10]([C:13]([C:15]3[O:19][C:18]([NH:20][C:21](=[O:27])[O:22][C:23]([CH3:26])([CH3:25])[CH3:24])=[N:17][CH:16]=3)=O)[CH2:9][CH2:8]2)[CH:6]=[CH:5][CH:4]=[CH:3][CH:2]=1.[H-].[H-].[H-].[H-].[Li+].[Al+3], predict the reaction product. The product is: [C:1]1([CH:7]2[CH2:12][CH2:11][N:10]([CH2:13][C:15]3[O:19][C:18]([NH:20][C:21](=[O:27])[O:22][C:23]([CH3:25])([CH3:24])[CH3:26])=[N:17][CH:16]=3)[CH2:9][CH2:8]2)[CH:6]=[CH:5][CH:4]=[CH:3][CH:2]=1. (5) Given the reactants C[O:2][C:3](=[O:43])[C@@H:4]([NH:8][S:9]([C:12]1[CH:17]=[CH:16][C:15]([C:18]2[CH:23]=[CH:22][C:21]([NH:24][C:25]([C:27]3[O:28][C:29]4[CH:36]=[CH:35][CH:34]=[C:33]([N:37]5[CH2:42][CH2:41][O:40][CH2:39][CH2:38]5)[C:30]=4[C:31]=3[CH3:32])=[O:26])=[CH:20][CH:19]=2)=[CH:14][CH:13]=1)(=[O:11])=[O:10])[CH:5]([CH3:7])[CH3:6].[Li+].[OH-], predict the reaction product. The product is: [CH3:6][CH:5]([CH3:7])[C@H:4]([NH:8][S:9]([C:12]1[CH:13]=[CH:14][C:15]([C:18]2[CH:23]=[CH:22][C:21]([NH:24][C:25]([C:27]3[O:28][C:29]4[CH:36]=[CH:35][CH:34]=[C:33]([N:37]5[CH2:42][CH2:41][O:40][CH2:39][CH2:38]5)[C:30]=4[C:31]=3[CH3:32])=[O:26])=[CH:20][CH:19]=2)=[CH:16][CH:17]=1)(=[O:11])=[O:10])[C:3]([OH:43])=[O:2]. (6) Given the reactants [O:1]1[CH2:5][CH2:4][O:3][CH:2]1[CH2:6][CH2:7][CH2:8][CH2:9][O:10][C:11]1[CH:12]=[C:13]([C:17]([OH:27])([C:21]2[CH:26]=[CH:25][CH:24]=[CH:23][CH:22]=2)[C:18]([OH:20])=[O:19])[CH:14]=[CH:15][CH:16]=1.C(=O)([O-])[O-].[K+].[K+].S(O[CH2:45][CH:46]1[CH2:51][CH2:50][N:49]([C:52]([O:54][C:55]([CH3:58])([CH3:57])[CH3:56])=[O:53])[CH2:48][CH2:47]1)(C1C=CC(C)=CC=1)(=O)=O, predict the reaction product. The product is: [O:1]1[CH2:5][CH2:4][O:3][CH:2]1[CH2:6][CH2:7][CH2:8][CH2:9][O:10][C:11]1[CH:12]=[C:13]([C:17]([OH:27])([C:21]2[CH:26]=[CH:25][CH:24]=[CH:23][CH:22]=2)[C:18]([O:20][CH2:45][CH:46]2[CH2:51][CH2:50][N:49]([C:52]([O:54][C:55]([CH3:56])([CH3:58])[CH3:57])=[O:53])[CH2:48][CH2:47]2)=[O:19])[CH:14]=[CH:15][CH:16]=1. (7) Given the reactants [CH2:1]([NH2:6])[CH2:2][CH:3]([CH3:5])[CH3:4].[Br:7][C:8]1[CH:13]=[CH:12][C:11]([S:14](Cl)(=[O:16])=[O:15])=[CH:10][CH:9]=1, predict the reaction product. The product is: [Br:7][C:8]1[CH:13]=[CH:12][C:11]([S:14]([NH:6][CH2:1][CH2:2][CH:3]([CH3:5])[CH3:4])(=[O:16])=[O:15])=[CH:10][CH:9]=1. (8) Given the reactants [CH3:1][C:2]1([CH3:11])[O:7][C:6](=[O:8])[CH:5]([CH3:9])[C:4](=[O:10])[O:3]1.[CH2:12](Br)[CH:13]=C.C(=O)([O-])[O-].[K+].[K+].CC(C)=O, predict the reaction product. The product is: [CH3:11][C:2]1([CH3:1])[O:3][C:4](=[O:10])[CH:5]([CH2:9][CH:12]=[CH2:13])[C:6](=[O:8])[O:7]1. (9) Given the reactants [F:1][C:2]([F:34])([F:33])[C:3]1[CH:28]=[C:27]([C:29]([F:32])([F:31])[F:30])[CH:26]=[CH:25][C:4]=1[CH2:5][O:6][C:7]1[CH:15]=[CH:14][C:13]2[NH:12][C:11]3[CH:16]([CH2:19][C:20]([O:22]CC)=[O:21])[CH2:17][CH2:18][C:10]=3[C:9]=2[CH:8]=1.[OH-].[Na+], predict the reaction product. The product is: [F:34][C:2]([F:1])([F:33])[C:3]1[CH:28]=[C:27]([C:29]([F:31])([F:32])[F:30])[CH:26]=[CH:25][C:4]=1[CH2:5][O:6][C:7]1[CH:15]=[CH:14][C:13]2[NH:12][C:11]3[CH:16]([CH2:19][C:20]([OH:22])=[O:21])[CH2:17][CH2:18][C:10]=3[C:9]=2[CH:8]=1. (10) Given the reactants [H-].[Al+3].[Li+].[H-].[H-].[H-].[C@@H:7]12[CH2:12][C@@H:11]1[CH2:10][C@H:9]([C:13](OCC)=[O:14])[N:8]2[C:18]([O:20][C:21]([CH3:24])([CH3:23])[CH3:22])=[O:19].O.O.O.O.O.O.O.O.O.O.C(=O)([O-])[O-].[Na+].[Na+], predict the reaction product. The product is: [OH:14][CH2:13][C@H:9]1[CH2:10][C@@H:11]2[C@@H:7]([CH2:12]2)[N:8]1[C:18]([O:20][C:21]([CH3:24])([CH3:23])[CH3:22])=[O:19].